Dataset: Experimentally validated miRNA-target interactions with 360,000+ pairs, plus equal number of negative samples. Task: Binary Classification. Given a miRNA mature sequence and a target amino acid sequence, predict their likelihood of interaction. (1) The miRNA is mmu-miR-1930-5p with sequence ACCUCCAUAGUACCUGCAGCGU. The protein sequence of the target gene is MMNFLRRRLSDSSFIANLPNGYMTDLQRPEPQQPPPAPGPGAATASAATSAASPGPERRPPPAQAPAPQPAPQPAPTPSVGSSFFSSLSQAVKQTAASAGLVDAPAPSAASRKAKVLLVVDEPHTDWAKCFRGKKILGDYDIKVEQAEFSELNLVAHADGTYAVDMQVLRNGTKVVRSFRPDFVLIRQHAFGMAENEDFRHLVIGMQYAGLPSINSLESIYNFCDKPWVFAQMVAIFKTLGGEKFPLIEQTYYPNHREMLTLPTFPVVVKIGHAHSGMGKVKVENHYDFQDIASVVALTQ.... Result: 1 (interaction). (2) The miRNA is hsa-miR-8069 with sequence GGAUGGUUGGGGGCGGUCGGCGU. The protein sequence of the target gene is MVLDLDLFRVDKGGDPALIRETQEKRFKDPGLVDQLVKADSEWRRCRFRADNLNKLKNLCSKTIGEKMKKKEPVGDDESVPENVLSFDDLTADALANLKVSQIKKVRLLIDEAILKCDAERIKLEAERFENLREIGNLLHPSVPISNDEDVDNKVERIWGDCTVRKKYSHVDLVVMVDGFEGEKGAVVAGSRGYFLKGVLVFLEQALIQYALRTLGSRGYIPIYTPFFMRKEVMQEVAQLSQFDEELYKVIGKGSEKSDDNSYDEKYLIATSEQPIAALHRDEWLRPEDLPIKYAGLSTC.... Result: 0 (no interaction). (3) The miRNA is hsa-miR-507 with sequence UUUUGCACCUUUUGGAGUGAA. The protein sequence of the target gene is MSSEFLAELHWEDGFAIPVANEENKLLEDQLSKLKDERASLQDELREYEERINSMTSHFKNVKQELSITQSLCKARERETESEEHFKAIAQRELGRVKDEIQRLENEMASILEKKSDKENGIFKATQKLDGLKCQMNWDQQALEAWLEESAHKDSDALTLQKYAQQDDNKIRALTLQLERLTLECNQKRKILDNELTETISAQLELDKAAQDFRKIHNERQELIKQWENTIEQMQKRDGDIDNCALELARIKQETREKENLVKEKIKFLESEIGNNTEFEKRISVADRKLLKCRTAYQDH.... Result: 1 (interaction). (4) The miRNA is rno-miR-26a-5p with sequence UUCAAGUAAUCCAGGAUAGGCU. The protein sequence of the target gene is MGNQLAGIAPSQILSVESYFSDIHDFEYDKSLGSTRFFKVARAKHREGLVVVKVFAIQDPTLPLTSYKQELEELKIRLHSAQNCLPFQKAAEKASEKAAMLFRQYVRDNLYDRISTRPFLNNIEKRWIAFQILTAVDQAHKSGVRHGDIKTENVMVTSWNWVLLTDFASFKPTYLPEDNPADFNYFFDTSRRRTCYIAPERFVDGGMFATELEYMRDPSTPLVDLNSNQRARGELKRAMDIFSAGCVIAELFTEGVPLFDLSQLLAYRNGHFFPEQVLNKIEDRSIRDLVTQMINREPEK.... Result: 0 (no interaction). (5) The miRNA is hsa-miR-1193 with sequence GGGAUGGUAGACCGGUGACGUGC. The protein sequence of the target gene is MASAGSGMEEVRVSVLTPLKLVGLVCIFLALCLDLGAVLSPAWVTADHQYYLSLWESCRKPASLDIWHCESTLSSDWQIATLALLLGGAAIILIAFLVGLISICVGSRRRFYRPVAVMLFAAVVLQVCSLVLYPIKFIETVSLKIYHEFNWGYGLAWGATIFSFGGAILYCLNPKNYEDYY. Result: 0 (no interaction). (6) The miRNA is hsa-miR-632 with sequence GUGUCUGCUUCCUGUGGGA. The protein sequence of the target gene is MSRQANRGTESKKMSSELFTLTYGALVTQLCKDYENDEDVNKQLDKMGFNIGVRLIEDFLARSNVGRCHDFRETADVIAKVAFKMYLGITPSITNWSPAGDEFSLILENNPLVDFVELPDNHSSLIYSNLLCGVLRGALEMVQMAVEAKFVQDTLKGDGVTEIRMRFIRRIEDNLPAGEE. Result: 0 (no interaction). (7) The protein sequence of the target gene is MALHVPKAPGFAQMLKEGAKHFSGLEEAVYRNIQACKELAQTTRTAYGPNGMNKMVINHLEKLFVTNDAATILRELEVQHPAAKMIVMASHMQEQEVGDGTNFVLVFAGALLELAEELLRIGLSVSEVIEGYEIACRKAHEILPNLVCCSAKNLRDIDEVSSLLRTSIMSKQYGNEVFLAKLIAQACVSIFPDSGHFNVDNIRVCKILGSGISSSSVLHGMVFKKETEGDVTSVKDAKIAVYSCPFDGMITETKGTVLIKTAEELMNFSKGEENLMDAQVKAIADTGANVVVTGGKVADM.... Result: 0 (no interaction). The miRNA is mmu-miR-3077-3p with sequence CUGACUCCCUGCUUCUCCGCAG.